From a dataset of Reaction yield outcomes from USPTO patents with 853,638 reactions. Predict the reaction yield, written as a fraction of the theoretical maximum amount of product (1.0 means a 100% yield; for example, 0.34 means a 34% yield). (1) The reactants are [Li+].[BH4-].[C:3]([O:7][C:8]([N:10]1[CH2:15][CH2:14][C:13]2[N:16]([CH2:29][CH2:30][C:31](OC)=[O:32])[N:17]=[C:18]([C:19]3[CH:24]=[CH:23][C:22]([C:25]([F:28])([F:27])[F:26])=[CH:21][CH:20]=3)[C:12]=2[CH2:11]1)=[O:9])([CH3:6])([CH3:5])[CH3:4]. The catalyst is C1COCC1. The product is [C:3]([O:7][C:8]([N:10]1[CH2:15][CH2:14][C:13]2[N:16]([CH2:29][CH2:30][CH2:31][OH:32])[N:17]=[C:18]([C:19]3[CH:24]=[CH:23][C:22]([C:25]([F:28])([F:26])[F:27])=[CH:21][CH:20]=3)[C:12]=2[CH2:11]1)=[O:9])([CH3:6])([CH3:5])[CH3:4]. The yield is 0.950. (2) The reactants are [NH2:1][C:2]1[CH:10]=[C:9]2[C:5]([CH:6]=[CH:7][N:8]2CCN(C)C)=[CH:4][CH:3]=1.[CH2:16]([N:18]([CH2:21][CH3:22])[CH2:19]C)C.[Cl:23][C:24]1[CH:25]=[C:26]([S:31](Cl)(=[O:33])=[O:32])[CH:27]=[C:28]([Cl:30])[CH:29]=1. The catalyst is ClCCl. The product is [Cl:23][C:24]1[CH:25]=[C:26]([S:31]([N:1]([S:31]([C:26]2[CH:25]=[C:24]([Cl:23])[CH:29]=[C:28]([Cl:30])[CH:27]=2)(=[O:33])=[O:32])[C:2]2[CH:10]=[C:9]3[C:5]([C:6]([CH2:22][CH2:21][N:18]([CH3:16])[CH3:19])=[CH:7][NH:8]3)=[CH:4][CH:3]=2)(=[O:33])=[O:32])[CH:27]=[C:28]([Cl:30])[CH:29]=1. The yield is 0.650. (3) The reactants are [Cl:1][CH2:2][C:3]1[NH:4][C:5]2[CH:11]=[CH:10][CH:9]=[CH:8][C:6]=2[N:7]=1.[C:12]1([P:18]([C:25]2[CH:30]=[CH:29][CH:28]=[CH:27][CH:26]=2)[C:19]2[CH:24]=[CH:23][CH:22]=[CH:21][CH:20]=2)[CH:17]=[CH:16][CH:15]=[CH:14][CH:13]=1. The catalyst is C1(C)C=CC=CC=1. The product is [Cl-:1].[NH:7]1[C:6]2[CH:8]=[CH:9][CH:10]=[CH:11][C:5]=2[N:4]=[C:3]1[CH2:2][P+:18]([C:19]1[CH:20]=[CH:21][CH:22]=[CH:23][CH:24]=1)([C:25]1[CH:30]=[CH:29][CH:28]=[CH:27][CH:26]=1)[C:12]1[CH:13]=[CH:14][CH:15]=[CH:16][CH:17]=1. The yield is 0.590. (4) The reactants are [NH:1]1[CH2:5][CH2:4][CH2:3][CH2:2]1.[Cl:6][CH2:7][C:8](Cl)=[O:9].[OH-].[Na+]. The catalyst is C(Cl)Cl. The product is [Cl:6][CH2:7][C:8]([N:1]1[CH2:5][CH2:4][CH2:3][CH2:2]1)=[O:9]. The yield is 0.486.